This data is from Reaction yield outcomes from USPTO patents with 853,638 reactions. The task is: Predict the reaction yield, written as a fraction of the theoretical maximum amount of product (1.0 means a 100% yield; for example, 0.34 means a 34% yield). The reactants are [Cl:1][C:2]1[N:7]=[N:6][C:5]([NH:8][NH:9][C:10](=O)[C:11]([F:28])([F:27])[C:12]2[CH:13]=[C:14]3[C:19](=[CH:20][CH:21]=2)[N:18]=[CH:17][C:16]([O:22][CH2:23][CH2:24][O:25][CH3:26])=[CH:15]3)=[CH:4][CH:3]=1.COCCOC.C(Cl)Cl. The catalyst is Cl.CO. The product is [Cl:1][C:2]1[CH:3]=[CH:4][C:5]2[N:6]([C:10]([C:11]([F:28])([F:27])[C:12]3[CH:13]=[C:14]4[C:19](=[CH:20][CH:21]=3)[N:18]=[CH:17][C:16]([O:22][CH2:23][CH2:24][O:25][CH3:26])=[CH:15]4)=[N:9][N:8]=2)[N:7]=1. The yield is 0.562.